This data is from Full USPTO retrosynthesis dataset with 1.9M reactions from patents (1976-2016). The task is: Predict the reactants needed to synthesize the given product. (1) Given the product [CH:6]([O:9][C:10](=[O:37])[CH2:11][CH:12]([CH:21]1[CH2:22][CH2:23][N:24]([S:2]([CH3:1])(=[O:4])=[O:3])[CH2:25][CH2:26]1)[C:13]1[CH:18]=[C:17]([F:19])[CH:16]=[C:15]([F:20])[CH:14]=1)([CH3:8])[CH3:7], predict the reactants needed to synthesize it. The reactants are: [CH3:1][S:2](Cl)(=[O:4])=[O:3].[CH:6]([O:9][C:10](=[O:37])[CH2:11][CH:12]([CH:21]1[CH2:26][CH2:25][N:24](C(OCC2C=CC=CC=2)=O)[CH2:23][CH2:22]1)[C:13]1[CH:18]=[C:17]([F:19])[CH:16]=[C:15]([F:20])[CH:14]=1)([CH3:8])[CH3:7].C(N(CC)CC)C. (2) Given the product [ClH:61].[ClH:61].[F:31][C:2]([F:1])([F:30])[C:3]1[CH:4]=[C:5]([CH:23]=[C:24]([C:26]([F:27])([F:28])[F:29])[CH:25]=1)[C:6]([N:8]1[CH2:13][CH2:12][N:11]([CH2:40][CH2:39][CH2:38][C:36]2[N:35]=[CH:34][N:33]([CH3:32])[CH:37]=2)[CH2:10][C@H:9]1[CH2:14][C:15]1[CH:20]=[CH:19][C:18]([CH3:21])=[C:17]([CH3:22])[CH:16]=1)=[O:7], predict the reactants needed to synthesize it. The reactants are: [F:1][C:2]([F:31])([F:30])[C:3]1[CH:4]=[C:5]([CH:23]=[C:24]([C:26]([F:29])([F:28])[F:27])[CH:25]=1)[C:6]([N:8]1[CH2:13][CH2:12][NH:11][CH2:10][C@H:9]1[CH2:14][C:15]1[CH:20]=[CH:19][C:18]([CH3:21])=[C:17]([CH3:22])[CH:16]=1)=[O:7].[CH3:32][N:33]1[CH:37]=[C:36]([CH2:38][CH2:39][CH:40]=O)[N:35]=[CH:34]1.C(O[BH-](OC(=O)C)OC(=O)C)(=O)C.[Na+].C(=O)(O)[O-].[Na+].[Cl:61]CCl. (3) Given the product [C:12]([O:11][C:9](=[O:10])[NH:16][C:17]([CH3:21])([CH3:20])[CH2:18][OH:19])([CH3:13])([CH3:14])[CH3:15], predict the reactants needed to synthesize it. The reactants are: [C:9](O[C:9]([O:11][C:12]([CH3:15])([CH3:14])[CH3:13])=[O:10])([O:11][C:12]([CH3:15])([CH3:14])[CH3:13])=[O:10].[NH2:16][C:17]([CH3:21])([CH3:20])[CH2:18][OH:19].C(N(CC)CC)C. (4) Given the product [C:1]1([C:7]2([C:14]3[CH:19]=[CH:18][CH:17]=[CH:16][CH:15]=3)[CH2:12][CH2:11][CH2:10][NH:9][CH2:8]2)[CH:2]=[CH:3][CH:4]=[CH:5][CH:6]=1, predict the reactants needed to synthesize it. The reactants are: [C:1]1([C:7]2([C:14]3[CH:19]=[CH:18][CH:17]=[CH:16][CH:15]=3)[CH2:12][CH2:11][CH2:10][NH:9][C:8]2=O)[CH:6]=[CH:5][CH:4]=[CH:3][CH:2]=1.[H-].[Al+3].[Li+].[H-].[H-].[H-]. (5) Given the product [NH2:10][C:11]([CH3:32])([CH3:31])[C:12]([N:13]1[CH2:25][C:24]2[NH:23][C:22]3[CH:21]=[CH:20][CH:19]=[C:18]4[C:26](=[O:29])[NH:27][N:28]=[C:15]([C:16]=2[C:17]=34)[CH2:14]1)=[O:30], predict the reactants needed to synthesize it. The reactants are: C(OC(=O)[NH:10][C:11]([CH3:32])([CH3:31])[C:12](=[O:30])[N:13]1[CH2:25][C:24]2[NH:23][C:22]3[CH:21]=[CH:20][CH:19]=[C:18]4[C:26](=[O:29])[NH:27][N:28]=[C:15]([C:16]=2[C:17]=34)[CH2:14]1)C1C=CC=CC=1.C1NCC2NC3C=CC=C4C(=O)NN=C1C=2C=34. (6) Given the product [Br:10][C:11]1[C:12]([N:27]2[CH2:31][CH2:30][CH:29]([CH:32]3[CH2:34][CH2:33]3)[CH2:28]2)=[C:13]([C@H:19]([OH:26])[C:20]([O:22][CH:23]([CH3:25])[CH3:24])=[O:21])[C:14]([CH3:18])=[N:15][C:16]=1[CH3:17], predict the reactants needed to synthesize it. The reactants are: O1C2C=CC=CC=2OB1.[Br:10][C:11]1[C:12]([N:27]2[CH2:31][CH2:30][CH:29]([CH:32]3[CH2:34][CH2:33]3)[CH2:28]2)=[C:13]([C:19](=[O:26])[C:20]([O:22][CH:23]([CH3:25])[CH3:24])=[O:21])[C:14]([CH3:18])=[N:15][C:16]=1[CH3:17].CB1N2CCC[C@@H]2C(C2C=CC=CC=2)(C2C=CC=CC=2)O1. (7) Given the product [CH2:1]([N:8]1[C:16]2[C:11](=[CH:12][C:13]([Cl:17])=[CH:14][CH:15]=2)[CH:10]=[C:9]1[CH:18]([NH2:22])[CH:19]([CH3:20])[CH3:21])[C:2]1[CH:3]=[CH:4][CH:5]=[CH:6][CH:7]=1, predict the reactants needed to synthesize it. The reactants are: [CH2:1]([N:8]1[C:16]2[C:11](=[CH:12][C:13]([Cl:17])=[CH:14][CH:15]=2)[CH:10]=[C:9]1[CH:18]([N:22]1C(=O)C2C(=CC=CC=2)C1=O)[CH:19]([CH3:21])[CH3:20])[C:2]1[CH:7]=[CH:6][CH:5]=[CH:4][CH:3]=1.NN.O. (8) Given the product [CH:16]1([O:15][C:8]2[CH:7]=[C:6]3[C:11]([C:12]([C:13]([NH:31][CH2:30][C:29]4[CH:32]=[CH:33][C:34]([F:35])=[C:27]([F:26])[CH:28]=4)=[O:14])=[C:4]([CH:1]([CH3:3])[CH3:2])[N:5]3[CH2:18][C:19]3[CH:20]=[N:21][CH:22]=[CH:23][CH:24]=3)=[CH:10][CH:9]=2)[CH2:39][CH2:36][CH2:37]1, predict the reactants needed to synthesize it. The reactants are: [CH:1]([C:4]1[NH:5][C:6]2[C:11]([C:12]=1[CH:13]=[O:14])=[CH:10][CH:9]=[C:8]([O:15][CH3:16])[CH:7]=2)([CH3:3])[CH3:2].Br[CH2:18][C:19]1[CH:20]=[N:21][CH:22]=[CH:23][CH:24]=1.Br.[F:26][C:27]1[CH:28]=[C:29]([CH:32]=[CH:33][C:34]=1[F:35])[CH2:30][NH2:31].[CH:36]1(Br)[CH2:39]C[CH2:37]1.